Dataset: Catalyst prediction with 721,799 reactions and 888 catalyst types from USPTO. Task: Predict which catalyst facilitates the given reaction. (1) Reactant: [NH2:1][C:2]1[CH:7]=[CH:6][CH:5]=[CH:4][C:3]=1[C:8]([C:10]1[CH:15]=[CH:14][C:13]([Cl:16])=[CH:12][CH:11]=1)=[O:9].C(N(CC)CC)C.[Cl:24][C:25]([Cl:30])([Cl:29])[C:26](Cl)=[O:27].O. Product: [Cl:24][C:25]([Cl:30])([Cl:29])[C:26]([NH:1][C:2]1[CH:7]=[CH:6][CH:5]=[CH:4][C:3]=1[C:8](=[O:9])[C:10]1[CH:15]=[CH:14][C:13]([Cl:16])=[CH:12][CH:11]=1)=[O:27]. The catalyst class is: 27. (2) The catalyst class is: 11. Product: [C:3]([C:5]1[O:9][N:8]=[C:7]([C:10]2[CH:15]=[CH:14][N:13]=[C:12]([N:16]3[CH2:17][CH2:18][N:19]([C:22]([O:24][CH2:25][C:26]([CH3:28])([CH3:27])[CH3:29])=[O:23])[CH2:20][CH2:21]3)[CH:11]=2)[N:6]=1)(=[O:2])[NH2:30]. Reactant: C[O:2][C:3]([C:5]1[O:9][N:8]=[C:7]([C:10]2[CH:15]=[CH:14][N:13]=[C:12]([N:16]3[CH2:21][CH2:20][N:19]([C:22]([O:24][CH2:25][C:26]([CH3:29])([CH3:28])[CH3:27])=[O:23])[CH2:18][CH2:17]3)[CH:11]=2)[N:6]=1)=O.[NH3:30]. (3) Reactant: CCOC(/N=N/C(OCC)=O)=O.[C:13]([Si:17]([CH3:24])([CH3:23])[O:18][CH:19]([CH3:22])[CH2:20][OH:21])([CH3:16])([CH3:15])[CH3:14].C1(P(C2C=CC=CC=2)C2C=CC=CC=2)C=CC=CC=1.O[N:45]1[C:49](=[O:50])[C:48]2=[CH:51][CH:52]=[CH:53][CH:54]=[C:47]2[C:46]1=[O:55]. Product: [C:13]([Si:17]([CH3:24])([CH3:23])[O:18][CH:19]([CH3:22])[CH2:20][O:21][N:45]1[C:49](=[O:50])[C:48]2[C:47](=[CH:54][CH:53]=[CH:52][CH:51]=2)[C:46]1=[O:55])([CH3:15])([CH3:16])[CH3:14]. The catalyst class is: 1. (4) Reactant: [F:1][C:2]1[CH:37]=[CH:36][C:5]([CH2:6][NH:7][C:8]([C:10]2[N:11]=[C:12]3[C:18]4([NH:21][C:22](=[O:31])[C:23](=[O:30])[N:24]5[CH2:29][CH2:28][NH:27][CH2:26][CH2:25]5)[CH2:19][CH2:20][CH:15]([CH2:16][CH2:17]4)[CH2:14][N:13]3[C:32](=[O:35])[C:33]=2[OH:34])=[O:9])=[CH:4][CH:3]=1.C(N(C(C)C)CC)(C)C.[O:47]1[CH2:52][CH2:51][N:50]([S:53]([C:56]2[CH:61]=[CH:60][C:59]([S:62](Cl)(=[O:64])=[O:63])=[CH:58][CH:57]=2)(=[O:55])=[O:54])[CH2:49][CH2:48]1.[O-]CC.[Na+].Cl. Product: [F:1][C:2]1[CH:3]=[CH:4][C:5]([CH2:6][NH:7][C:8]([C:10]2[N:11]=[C:12]3[C:18]4([NH:21][C:22](=[O:31])[C:23]([N:24]5[CH2:25][CH2:26][N:27]([S:62]([C:59]6[CH:60]=[CH:61][C:56]([S:53]([N:50]7[CH2:51][CH2:52][O:47][CH2:48][CH2:49]7)(=[O:55])=[O:54])=[CH:57][CH:58]=6)(=[O:63])=[O:64])[CH2:28][CH2:29]5)=[O:30])[CH2:19][CH2:20][CH:15]([CH2:16][CH2:17]4)[CH2:14][N:13]3[C:32](=[O:35])[C:33]=2[OH:34])=[O:9])=[CH:36][CH:37]=1. The catalyst class is: 46. (5) Reactant: Cl[C:2]1[C:11]([O:12][CH3:13])=[CH:10][CH:9]=[C:8]2[C:3]=1[C:4]([CH2:14][C:15]([OH:17])=[O:16])=[CH:5][N:6]=[CH:7]2. The catalyst class is: 74. Product: [CH3:13][O:12][C:11]1[CH:2]=[C:3]2[C:8](=[CH:9][CH:10]=1)[CH:7]=[N:6][CH:5]=[C:4]2[CH2:14][C:15]([OH:17])=[O:16]. (6) Reactant: [Cl:1][C:2]1[CH:7]=[CH:6][C:5]([C:8]2[C:13]([C:14]3[CH:19]=[CH:18][N:17]=[CH:16][C:15]=3[Cl:20])=[N:12][C:11]([N:21]3[CH2:26][CH2:25][NH:24][CH2:23][CH2:22]3)=[CH:10][N:9]=2)=[CH:4][CH:3]=1.C(N(C(C)C)C(C)C)C.[CH:36]([S:39](Cl)(=[O:41])=[O:40])([CH3:38])[CH3:37]. Product: [Cl:1][C:2]1[CH:7]=[CH:6][C:5]([C:8]2[C:13]([C:14]3[CH:19]=[CH:18][N:17]=[CH:16][C:15]=3[Cl:20])=[N:12][C:11]([N:21]3[CH2:22][CH2:23][N:24]([S:39]([CH:36]([CH3:38])[CH3:37])(=[O:41])=[O:40])[CH2:25][CH2:26]3)=[CH:10][N:9]=2)=[CH:4][CH:3]=1. The catalyst class is: 2.